This data is from Full USPTO retrosynthesis dataset with 1.9M reactions from patents (1976-2016). The task is: Predict the reactants needed to synthesize the given product. (1) Given the product [Br:1][C:2]1[CH:3]=[CH:4][C:5]([CH2:6][O:7][C:8]2[CH:13]=[CH:12][C:11]([C@@H:14]3[C@@H:17]([CH2:18][CH2:19][C:20]([OH:22])=[O:21])[C:16](=[O:24])[N:15]3[C:25]3[CH:26]=[CH:27][C:28]([F:31])=[CH:29][CH:30]=3)=[CH:10][CH:9]=2)=[CH:32][CH:33]=1, predict the reactants needed to synthesize it. The reactants are: [Br:1][C:2]1[CH:33]=[CH:32][C:5]([CH2:6][O:7][C:8]2[CH:13]=[CH:12][C:11]([C@@H:14]3[C@@H:17]([CH2:18][CH2:19][C:20]([O:22]C)=[O:21])[C:16](=[O:24])[N:15]3[C:25]3[CH:30]=[CH:29][C:28]([F:31])=[CH:27][CH:26]=3)=[CH:10][CH:9]=2)=[CH:4][CH:3]=1.[OH-].[K+].Cl.C(OCC)(=O)C. (2) Given the product [CH2:1]([C:3]1[S:4][C:5]([CH:10]2[CH2:15][CH2:14][S:13][CH2:12][CH2:11]2)=[CH:6][C:7]=1[CH:8]=[O:9])[CH3:2], predict the reactants needed to synthesize it. The reactants are: [CH2:1]([C:3]1[S:4][C:5]([CH:10]2[CH2:15][CH2:14][S:13][CH2:12][CH2:11]2)=[CH:6][C:7]=1[CH2:8][OH:9])[CH3:2]. (3) Given the product [CH2:1]([O:3][C:4](=[O:28])[N:5]([C:14]1[CH:19]=[C:18]([C:20]([F:23])([F:22])[F:21])[N:17]=[C:16]([NH2:29])[C:15]=1[N+:25]([O-:27])=[O:26])[CH2:6][C:7]1[CH:8]=[N:9][C:10]([CH3:13])=[CH:11][CH:12]=1)[CH3:2], predict the reactants needed to synthesize it. The reactants are: [CH2:1]([O:3][C:4](=[O:28])[N:5]([C:14]1[CH:19]=[C:18]([C:20]([F:23])([F:22])[F:21])[N:17]=[C:16](Cl)[C:15]=1[N+:25]([O-:27])=[O:26])[CH2:6][C:7]1[CH:8]=[N:9][C:10]([CH3:13])=[CH:11][CH:12]=1)[CH3:2].[NH3:29]. (4) Given the product [Br:1][C:2]1[CH:3]=[CH:4][C:5]([O:11][CH2:12][CH2:13][OH:14])=[C:6]([C:8](=[O:10])[CH3:9])[CH:7]=1, predict the reactants needed to synthesize it. The reactants are: [Br:1][C:2]1[CH:3]=[CH:4][C:5]([OH:11])=[C:6]([C:8](=[O:10])[CH3:9])[CH:7]=1.[CH3:12][CH2:13][O:14]C(C)=O.